This data is from Forward reaction prediction with 1.9M reactions from USPTO patents (1976-2016). The task is: Predict the product of the given reaction. (1) Given the reactants [C:1]([O:5][C:6]([N:8]1[C:16]2[C:11](=[CH:12][C:13]([CH3:17])=[CH:14][CH:15]=2)[C:10]([C:18]#[CH:19])=[N:9]1)=[O:7])([CH3:4])([CH3:3])[CH3:2].[N:20]([C:23]1[CH:32]=[CH:31][C:26]([C:27]([O:29][CH3:30])=[O:28])=[CH:25][CH:24]=1)=[N+:21]=[N-:22].Cl, predict the reaction product. The product is: [CH3:30][O:29][C:27]([C:26]1[CH:25]=[CH:24][C:23]([N:20]2[CH:19]=[C:18]([C:10]3[C:11]4[C:16](=[CH:15][CH:14]=[C:13]([CH3:17])[CH:12]=4)[N:8]([C:6]([O:5][C:1]([CH3:4])([CH3:3])[CH3:2])=[O:7])[N:9]=3)[N:22]=[N:21]2)=[CH:32][CH:31]=1)=[O:28]. (2) Given the reactants F[C:2]1[CH:11]=[CH:10][C:5]([C:6]([O:8][CH3:9])=[O:7])=[CH:4][C:3]=1[N+:12]([O-:14])=[O:13].[NH:15]1[CH:19]=[CH:18][CH:17]=[C:16]1[C:20]([O:22][CH3:23])=[O:21].C([O-])([O-])=O.[Cs+].[Cs+], predict the reaction product. The product is: [CH3:9][O:8][C:6]([C:5]1[CH:10]=[CH:11][C:2]([N:15]2[CH:19]=[CH:18][CH:17]=[C:16]2[C:20]([O:22][CH3:23])=[O:21])=[C:3]([N+:12]([O-:14])=[O:13])[CH:4]=1)=[O:7]. (3) Given the reactants [NH2:1][C:2]1[CH:7]=[CH:6][CH:5]=[CH:4][CH:3]=1.[C:8](O[C:8]([O:10][C:11]([CH3:14])([CH3:13])[CH3:12])=[O:9])([O:10][C:11]([CH3:14])([CH3:13])[CH3:12])=[O:9], predict the reaction product. The product is: [C:2]1([NH:1][C:8](=[O:9])[O:10][C:11]([CH3:14])([CH3:13])[CH3:12])[CH:7]=[CH:6][CH:5]=[CH:4][CH:3]=1. (4) Given the reactants [NH:1]1C=CN=[C:2]1[C:6]1[C:7]([O:24][CH3:25])=[CH:8][C:9]([CH:21]([CH3:23])[CH3:22])=[C:10]([CH:20]=1)[O:11][C:12]1[C:13]([NH2:19])=[N:14][C:15]([NH2:18])=[N:16][CH:17]=1.[OH-:26].[Na+], predict the reaction product. The product is: [NH2:18][C:15]1[N:14]=[C:13]([NH2:19])[C:12]([O:11][C:10]2[C:9]([CH:21]([CH3:23])[CH3:22])=[CH:8][C:7]([O:24][CH3:25])=[C:6]([CH:20]=2)[C:2]([NH2:1])=[O:26])=[CH:17][N:16]=1. (5) The product is: [O:20]1[C:24]2[CH:25]=[CH:26][C:27]([C:29]3[NH:1][C:2]4[N:6]([N:5]=[CH:4][C:3]=4[C:7]#[N:8])[C:31](=[O:32])[CH:30]=3)=[CH:28][C:23]=2[O:22][CH2:21]1. Given the reactants [NH2:1][C:2]1[NH:6][N:5]=[CH:4][C:3]=1[C:7]#[N:8].CC1C=CC(S(O)(=O)=O)=CC=1.[O:20]1[C:24]2[CH:25]=[CH:26][C:27]([C:29](=O)[CH2:30][C:31](OCC)=[O:32])=[CH:28][C:23]=2[O:22][CH2:21]1, predict the reaction product. (6) Given the reactants [NH2:1][C:2]1[C:3]([CH2:10][C:11]([CH:13]2[CH2:15][CH2:14]2)=O)=[C:4]([CH:7]=[CH:8][CH:9]=1)[C:5]#[N:6].[CH2:16]([NH:23][C:24]1[C:25]2[CH2:34][O:33][CH2:32][CH2:31][C:26]=2[N:27]=[C:28](Cl)[N:29]=1)[C:17]1[CH:22]=[CH:21][CH:20]=[CH:19][CH:18]=1.CC(C1C=C(C(C)C)C(C2C=CC=CC=2P(C2CCCCC2)C2CCCCC2)=C(C(C)C)C=1)C.C([O-])([O-])=O.[Cs+].[Cs+], predict the reaction product. The product is: [CH2:16]([NH:23][C:24]1[C:25]2[CH2:34][O:33][CH2:32][CH2:31][C:26]=2[N:27]=[C:28]([N:1]2[C:2]3[CH:9]=[CH:8][CH:7]=[C:4]([C:5]#[N:6])[C:3]=3[CH:10]=[C:11]2[CH:13]2[CH2:15][CH2:14]2)[N:29]=1)[C:17]1[CH:18]=[CH:19][CH:20]=[CH:21][CH:22]=1. (7) Given the reactants [CH2:1]([Mg]Br)[CH2:2][CH2:3][CH2:4][CH2:5][CH2:6][CH2:7][CH2:8][CH2:9][CH2:10][CH2:11][CH3:12].C(O[CH2:18][CH3:19])C.[Br:20][C:21]1[S:25][C:24]2[C:26](=O)[C:27]3[CH:31]=[C:30]([Br:32])[S:29][C:28]=3[C:33](=O)[C:23]=2[CH:22]=1.Cl, predict the reaction product. The product is: [Br:20][C:21]1[S:25][C:24]2=[C:26]([CH2:1][CH2:2][CH2:3][CH2:4][CH2:5][CH2:6][CH2:7][CH2:8][CH2:9][CH2:10][CH2:18][CH3:19])[C:27]3[CH:31]=[C:30]([Br:32])[S:29][C:28]=3[C:33]([CH2:1][CH2:2][CH2:3][CH2:4][CH2:5][CH2:6][CH2:7][CH2:8][CH2:9][CH2:10][CH2:11][CH3:12])=[C:23]2[CH:22]=1.